Dataset: Full USPTO retrosynthesis dataset with 1.9M reactions from patents (1976-2016). Task: Predict the reactants needed to synthesize the given product. (1) Given the product [CH3:17][S:18]([O:9][CH2:8][CH2:7][C:3]1[CH:2]=[N:1][CH:6]=[CH:5][CH:4]=1)(=[O:20])=[O:19], predict the reactants needed to synthesize it. The reactants are: [N:1]1[CH:6]=[CH:5][CH:4]=[C:3]([CH2:7][CH2:8][OH:9])[CH:2]=1.C(N(CC)CC)C.[CH3:17][S:18](Cl)(=[O:20])=[O:19]. (2) Given the product [F:19][C:17]1[CH:18]=[C:13]([CH:12]2[NH:8][C@H:9]([C@H:22]([OH:24])[CH3:23])[CH2:10][CH2:11]2)[CH:14]=[C:15]([F:21])[C:16]=1[F:20], predict the reactants needed to synthesize it. The reactants are: C(OC([N:8]1[CH:12]([C:13]2[CH:18]=[C:17]([F:19])[C:16]([F:20])=[C:15]([F:21])[CH:14]=2)[CH2:11][CH2:10][C@@H:9]1[CH:22]([OH:24])[CH3:23])=O)(C)(C)C.Cl.C(OCC)(=O)C.